From a dataset of Forward reaction prediction with 1.9M reactions from USPTO patents (1976-2016). Predict the product of the given reaction. (1) The product is: [NH2:11][C:12]1[CH:19]=[C:18]([N:7]2[CH2:8][CH2:9][O:10][CH:5]([CH2:4][N:2]([CH3:3])[CH3:1])[CH2:6]2)[C:15]([C:16]#[N:17])=[CH:14][N:13]=1. Given the reactants [CH3:1][N:2]([CH2:4][CH:5]1[O:10][CH2:9][CH2:8][NH:7][CH2:6]1)[CH3:3].[NH2:11][C:12]1[CH:19]=[C:18](F)[C:15]([C:16]#[N:17])=[CH:14][N:13]=1.C(N(CC)CC)C, predict the reaction product. (2) Given the reactants [Cl:1][C:2]1[N:3]=[N:4][C:5](Cl)=[CH:6][CH:7]=1.[O:9]1[C:13]2([CH2:18][CH2:17][NH:16][CH2:15][CH2:14]2)[O:12][CH2:11][CH2:10]1.CCN(C(C)C)C(C)C.O, predict the reaction product. The product is: [Cl:1][C:2]1[N:3]=[N:4][C:5]([N:16]2[CH2:17][CH2:18][C:13]3([O:12][CH2:11][CH2:10][O:9]3)[CH2:14][CH2:15]2)=[CH:6][CH:7]=1. (3) Given the reactants [CH3:1][O:2][C:3]([C:5]1[CH:15]=[C:14]([O:16][C:17]2[CH:22]=[CH:21][C:20]([C:23]([N:25]3[CH2:28][CH2:27][CH2:26]3)=[O:24])=[CH:19][CH:18]=2)[C:8]2[CH2:9][C:10]([CH3:13])([CH3:12])[O:11][C:7]=2[CH:6]=1)=[O:4].COC(C1C=C(O)C2CC(C)(C)OC=2C=1)=O.N1(C(C2C=CC(Br)=CC=2[F:58])=O)CCC1, predict the reaction product. The product is: [CH3:1][O:2][C:3]([C:5]1[CH:15]=[C:14]([O:16][C:17]2[CH:22]=[CH:21][C:20]([C:23]([N:25]3[CH2:26][CH2:27][CH2:28]3)=[O:24])=[C:19]([F:58])[CH:18]=2)[C:8]2[CH2:9][C:10]([CH3:13])([CH3:12])[O:11][C:7]=2[CH:6]=1)=[O:4]. (4) Given the reactants [NH2:1][C:2]1[S:3][C:4]([C:17]2[CH:22]=[CH:21][CH:20]=[C:19]([F:23])[CH:18]=2)=[C:5]([C:7]([N:9]2[CH2:14][C@H:13]3[C@H:11]([CH2:12]3)[C@H:10]2[CH2:15][NH2:16])=[O:8])[N:6]=1.[CH3:24][N:25]1[C:29]([C:30](O)=[O:31])=[CH:28][C:27]([CH3:33])=[N:26]1, predict the reaction product. The product is: [NH2:1][C:2]1[S:3][C:4]([C:17]2[CH:22]=[CH:21][CH:20]=[C:19]([F:23])[CH:18]=2)=[C:5]([C:7]([N:9]2[CH2:14][C@H:13]3[C@H:11]([CH2:12]3)[C@H:10]2[CH2:15][NH:16][C:30]([C:29]2[N:25]([CH3:24])[N:26]=[C:27]([CH3:33])[CH:28]=2)=[O:31])=[O:8])[N:6]=1.